Predict the product of the given reaction. From a dataset of Forward reaction prediction with 1.9M reactions from USPTO patents (1976-2016). (1) The product is: [F:16][C:7]([C:12]([F:15])([F:14])[F:13])([C:8]([F:11])([F:10])[F:9])[CH2:6][CH:5]([CH2:4][C:3]([F:24])([C:20]([F:23])([F:22])[F:21])[C:2]([F:26])([F:25])[F:1])[CH2:17][CH2:18][N:28]([CH3:29])[CH3:27]. Given the reactants [F:1][C:2]([F:26])([F:25])[C:3]([F:24])([C:20]([F:23])([F:22])[F:21])[CH2:4][CH:5]([CH2:17][CH2:18]I)[CH2:6][C:7]([F:16])([C:12]([F:15])([F:14])[F:13])[C:8]([F:11])([F:10])[F:9].[CH3:27][NH:28][CH3:29].C(OCC)(=O)C.C([O-])(O)=O.[Na+], predict the reaction product. (2) The product is: [CH2:1]([O:8][C:9]1[CH:17]=[C:16]([O:49][CH2:48][C:39]2[CH:38]=[CH:37][CH:36]=[CH:35][CH:40]=2)[C:15]([C:18]([CH3:20])=[CH2:19])=[CH:14][C:10]=1[C:11]([N:26]1[CH2:25][C:24]2[C:28](=[CH:29][CH:30]=[C:22]([Br:21])[CH:23]=2)[CH2:27]1)=[O:13])[C:2]1[CH:3]=[CH:4][CH:5]=[CH:6][CH:7]=1. Given the reactants [CH2:1]([O:8][C:9]1[CH:17]=[CH:16][C:15]([C:18]([CH3:20])=[CH2:19])=[CH:14][C:10]=1[C:11]([OH:13])=O)[C:2]1[CH:7]=[CH:6][CH:5]=[CH:4][CH:3]=1.[Br:21][C:22]1[CH:23]=[C:24]2[C:28](=[CH:29][CH:30]=1)[CH2:27][NH:26][CH2:25]2.C(Cl)CCl.[CH:35]1[CH:36]=[CH:37][C:38]2N(O)N=N[C:39]=2[CH:40]=1.CN([CH:48]=[O:49])C, predict the reaction product. (3) Given the reactants [Cl-].[Na+].[Cl-].[K+:4].[S:5](=O)(=O)(O)O.[S:10]([O-])([O-])(=O)=O.[K+].[K+].[C:17](=[O:20])([O-:19])[O-:18].[Ca+2:21], predict the reaction product. The product is: [C:17]([O-:20])([O-:19])=[O:18].[K+:4].[K+:4].[S-2:5].[Ca+2:21].[C:17]([O-:20])([O-:19])=[O:18].[K+:4].[K+:4].[S-2:10].[Ca+2:21].